This data is from Full USPTO retrosynthesis dataset with 1.9M reactions from patents (1976-2016). The task is: Predict the reactants needed to synthesize the given product. (1) Given the product [Br:11][CH:2]1[CH2:3][CH2:4][CH2:5][CH2:6][CH:1]1[CH2:7][C:8]([OH:10])=[O:9], predict the reactants needed to synthesize it. The reactants are: [CH:1]1([CH2:7][C:8]([OH:10])=[O:9])[CH2:6][CH2:5][CH2:4][CH2:3][CH2:2]1.[Br:11]Br. (2) Given the product [CH3:1][C:2]([CH3:23])([CH3:22])[CH2:3][N:4]1[C:8]2[CH:9]=[CH:10][C:11]([C:13]3[CH:14]=[C:15]([CH:16]=[CH:17][CH:18]=3)[O:19][C:31]3[N:32]=[CH:33][CH:34]=[CH:35][C:36]=3[C:37]#[N:38])=[CH:12][C:7]=2[N:6]([CH3:20])[C:5]1=[O:21], predict the reactants needed to synthesize it. The reactants are: [CH3:1][C:2]([CH3:23])([CH3:22])[CH2:3][N:4]1[C:8]2[CH:9]=[CH:10][C:11]([C:13]3[CH:18]=[CH:17][CH:16]=[C:15]([OH:19])[CH:14]=3)=[CH:12][C:7]=2[N:6]([CH3:20])[C:5]1=[O:21].C(=O)([O-])[O-].[K+].[K+].Cl[C:31]1[C:36]([C:37]#[N:38])=[CH:35][CH:34]=[CH:33][N:32]=1. (3) Given the product [F:26][C:16]1[C:17]([NH:19][C:20]2[CH:24]=[C:23]([CH3:25])[NH:22][N:21]=2)=[N:18][C:13]([NH:11][C@H:9]([C:6]2[N:7]=[CH:8][C:3]([F:2])=[CH:4][N:5]=2)[CH3:10])=[N:14][CH:15]=1, predict the reactants needed to synthesize it. The reactants are: Cl.[F:2][C:3]1[CH:4]=[N:5][C:6]([C@@H:9]([NH2:11])[CH3:10])=[N:7][CH:8]=1.Cl[C:13]1[N:18]=[C:17]([NH:19][C:20]2[CH:24]=[C:23]([CH3:25])[NH:22][N:21]=2)[C:16]([F:26])=[CH:15][N:14]=1.CCN(C(C)C)C(C)C. (4) Given the product [Cl:1][C:2]1[CH:10]=[CH:9][C:8]([C:11]2[N:12]([C:22]([O:24][C:25]([CH3:27])([CH3:28])[CH3:26])=[O:23])[C:13]3[C:18]([CH:19]=2)=[CH:17][C:16]([CH2:20][NH:37][CH2:30][C:31]2[CH:36]=[CH:35][CH:34]=[CH:33][CH:32]=2)=[CH:15][CH:14]=3)=[C:7]2[C:3]=1[CH2:4][NH:5][C:6]2=[O:29], predict the reactants needed to synthesize it. The reactants are: [Cl:1][C:2]1[CH:10]=[CH:9][C:8]([C:11]2[N:12]([C:22]([O:24][C:25]([CH3:28])([CH3:27])[CH3:26])=[O:23])[C:13]3[C:18]([CH:19]=2)=[CH:17][C:16]([CH:20]=O)=[CH:15][CH:14]=3)=[C:7]2[C:3]=1[CH2:4][NH:5][C:6]2=[O:29].[CH2:30]([NH2:37])[C:31]1[CH:36]=[CH:35][CH:34]=[CH:33][CH:32]=1.C(O[BH-](OC(=O)C)OC(=O)C)(=O)C.[Na+].[OH-].[Na+]. (5) Given the product [Br:1][C:2]1[CH:3]=[C:4]2[C:9](=[CH:10][CH:11]=1)[C:8](=[O:12])[NH:7][C:6](=[O:13])/[C:5]/2=[CH:14]/[O:41][CH3:37].[F:29][C:18]1[CH:17]=[C:16]([NH2:15])[CH:21]=[CH:20][C:19]=1[N:22]1[CH2:23][CH2:24][N:25]([CH3:28])[CH2:26][CH2:27]1, predict the reactants needed to synthesize it. The reactants are: [Br:1][C:2]1[CH:3]=[C:4]2[C:9](=[CH:10][CH:11]=1)[C:8](=[O:12])[NH:7][C:6](=[O:13])/[C:5]/2=[CH:14]\[NH:15][C:16]1[CH:21]=[CH:20][C:19]([N:22]2[CH2:27][CH2:26][N:25]([CH3:28])[CH2:24][CH2:23]2)=[C:18]([F:29])[CH:17]=1.BrC1C=C2C(=CC=1)[C:37](=[O:41])NC(=O)C2=CNC1C=CC(N2CC(C)NC(C)C2)=CC=1.